This data is from Reaction yield outcomes from USPTO patents with 853,638 reactions. The task is: Predict the reaction yield, written as a fraction of the theoretical maximum amount of product (1.0 means a 100% yield; for example, 0.34 means a 34% yield). The reactants are [CH3:1][S:2]([C:5]1[CH:11]=[CH:10][C:8]([NH2:9])=[CH:7][CH:6]=1)(=[O:4])=[O:3].P(=O)(O)(O)O.[N+]([O-])(O)=O.[N:21]([O-])=O.[Na+].[CH3:25][C:26](=[O:31])[CH2:27][C:28](=[O:30])[CH3:29].C([O-])(=O)C.[K+].C([O-])([O-])=O.[Na+].[Na+]. The catalyst is C(O)C. The product is [CH3:1][S:2]([C:5]1[CH:11]=[CH:10][C:8]([NH:9][N:21]=[C:27]([C:26](=[O:31])[CH3:25])[C:28](=[O:30])[CH3:29])=[CH:7][CH:6]=1)(=[O:3])=[O:4]. The yield is 0.950.